Dataset: Peptide-MHC class II binding affinity with 134,281 pairs from IEDB. Task: Regression. Given a peptide amino acid sequence and an MHC pseudo amino acid sequence, predict their binding affinity value. This is MHC class II binding data. (1) The peptide sequence is LDLAVNAAVDAGIHF. The MHC is DRB1_0101 with pseudo-sequence DRB1_0101. The binding affinity (normalized) is 0.625. (2) The peptide sequence is AGELELQFRRVKSKYPEGTK. The MHC is DRB1_1302 with pseudo-sequence DRB1_1302. The binding affinity (normalized) is 0.124. (3) The peptide sequence is GNLQIVDKIDAAFKI. The MHC is DRB4_0101 with pseudo-sequence DRB4_0103. The binding affinity (normalized) is 0.409. (4) The peptide sequence is TALTGAMRVTKDTND. The MHC is DRB5_0101 with pseudo-sequence DRB5_0101. The binding affinity (normalized) is 0.483. (5) The peptide sequence is EYKSDYVYEPFPKEV. The MHC is HLA-DQA10201-DQB10202 with pseudo-sequence HLA-DQA10201-DQB10202. The binding affinity (normalized) is 0.368. (6) The peptide sequence is KNLIPSSASPWSWPD. The MHC is DRB1_0801 with pseudo-sequence DRB1_0801. The binding affinity (normalized) is 0.153.